This data is from Retrosynthesis with 50K atom-mapped reactions and 10 reaction types from USPTO. The task is: Predict the reactants needed to synthesize the given product. (1) Given the product COC(=O)C1(C(N)=O)CC1, predict the reactants needed to synthesize it. The reactants are: COC(=O)C1(C(=O)OC)CC1.N. (2) Given the product CCCCOc1cccc(C(F)(F)CNC(C)C(=O)N(C)C)c1, predict the reactants needed to synthesize it. The reactants are: CCCCOc1cccc(C(F)(F)CN(C(=O)OC(C)(C)C)C(C)C(=O)N(C)C)c1. (3) Given the product C[C@@H]1CC[C@@H](Nc2nc(NC(C)(C)C)ncc2C(N)=O)C[C@H]1O, predict the reactants needed to synthesize it. The reactants are: CC(C)(C)N.C[C@@H]1CC[C@@H](Nc2nc(Cl)ncc2C(N)=O)C[C@H]1O.